This data is from Forward reaction prediction with 1.9M reactions from USPTO patents (1976-2016). The task is: Predict the product of the given reaction. Given the reactants Cl[C:2]1[N:7]=[C:6]([NH:8][C:9]2[CH:10]=[CH:11][C:12]3[O:16][C:15](=[O:17])[NH:14][C:13]=3[CH:18]=2)[C:5]([CH3:19])=[CH:4][N:3]=1.Cl.[F:21][C:22]1[C:27]([CH3:28])=[CH:26][C:25]([NH2:29])=[CH:24][C:23]=1[O:30][CH3:31].[C:32]([OH:38])([C:34]([F:37])([F:36])[F:35])=[O:33].ClC1N=CC=CN=1, predict the reaction product. The product is: [F:35][C:34]([F:37])([F:36])[C:32]([OH:38])=[O:33].[F:21][C:22]1[C:27]([CH3:28])=[CH:26][C:25]([NH:29][C:2]2[N:7]=[C:6]([NH:8][C:9]3[CH:10]=[CH:11][C:12]4[O:16][C:15](=[O:17])[NH:14][C:13]=4[CH:18]=3)[C:5]([CH3:19])=[CH:4][N:3]=2)=[CH:24][C:23]=1[O:30][CH3:31].